Dataset: Forward reaction prediction with 1.9M reactions from USPTO patents (1976-2016). Task: Predict the product of the given reaction. (1) Given the reactants Cl.[NH2:2][C:3]1[CH:8]=[C:7]([C:9]([F:12])([F:11])[F:10])[CH:6]=[CH:5][C:4]=1[SH:13].[C:14](=S)=[S:15].[OH-].[K+], predict the reaction product. The product is: [F:12][C:9]([F:10])([F:11])[C:7]1[CH:6]=[CH:5][C:4]2[S:13][C:14]([SH:15])=[N:2][C:3]=2[CH:8]=1. (2) The product is: [CH2:1]([O:3][C:4]1[CH:9]=[CH:8][C:7]([S:26]([Cl:25])(=[O:28])=[O:27])=[CH:6][C:5]=1[C:10]1[NH:15][C:14](=[O:16])[C:13]2=[C:17]([CH2:23][CH3:24])[N:18]=[C:19]([CH2:20][CH2:21][CH3:22])[N:12]2[N:11]=1)[CH3:2]. Given the reactants [CH2:1]([O:3][C:4]1[CH:9]=[CH:8][CH:7]=[CH:6][C:5]=1[C:10]1[NH:15][C:14](=[O:16])[C:13]2=[C:17]([CH2:23][CH3:24])[N:18]=[C:19]([CH2:20][CH2:21][CH3:22])[N:12]2[N:11]=1)[CH3:2].[Cl:25][S:26](O)(=[O:28])=[O:27], predict the reaction product. (3) The product is: [NH2:7][C:8]1[O:9][CH2:10][C@@:11]2([C:21]3[C:16](=[CH:17][CH:18]=[C:19]([NH:22][C:23]([C:25]4[CH:30]=[N:29][C:28]([CH:31]([F:33])[F:32])=[CH:27][N:26]=4)=[O:24])[CH:20]=3)[O:15][C:14]([CH3:35])([CH3:34])[C:13]32[CH2:37][CH2:36]3)[N:12]=1. Given the reactants C(OC(=O)[NH:7][C:8]1[O:9][CH2:10][C@@:11]2([C:21]3[C:16](=[CH:17][CH:18]=[C:19]([NH:22][C:23]([C:25]4[CH:30]=[N:29][C:28]([CH:31]([F:33])[F:32])=[CH:27][N:26]=4)=[O:24])[CH:20]=3)[O:15][C:14]([CH3:35])([CH3:34])[C:13]32[CH2:37][CH2:36]3)[N:12]=1)(C)(C)C.FC(F)(F)C(O)=O, predict the reaction product. (4) Given the reactants [OH:1][C:2]1[CH:7]=[CH:6][CH:5]=[CH:4][C:3]=1[C:8]1[N:12]=[C:11]([C:13]2[CH:18]=[CH:17][CH:16]=[CH:15][C:14]=2[OH:19])[N:10]([CH2:20][C:21](OCC)=[O:22])[N:9]=1.[OH:26][CH2:27][CH2:28][N:29]([CH2:33][CH2:34][OH:35])[CH2:30][CH2:31][NH2:32], predict the reaction product. The product is: [OH:26][CH2:27][CH2:28][N:29]([CH2:33][CH2:34][OH:35])[CH2:30][CH2:31][NH:32][C:21](=[O:22])[CH2:20][N:10]1[C:11]([C:13]2[CH:18]=[CH:17][CH:16]=[CH:15][C:14]=2[OH:19])=[N:12][C:8]([C:3]2[CH:4]=[CH:5][CH:6]=[CH:7][C:2]=2[OH:1])=[N:9]1. (5) Given the reactants [Cl:1][C:2]1[C:11]([CH:12]([NH:16][C:17](=[O:26])[O:18][CH2:19][C:20]2[CH:25]=[CH:24][CH:23]=[CH:22][CH:21]=2)[CH2:13][CH:14]=[CH2:15])=[CH:10][C:9]2[C:4](=[CH:5][C:6]([F:27])=[CH:7][CH:8]=2)[N:3]=1.[H-].[Na+].[CH2:30](Br)[CH:31]=[CH2:32], predict the reaction product. The product is: [CH2:32]([N:16]([CH:12]([C:11]1[C:2]([Cl:1])=[N:3][C:4]2[C:9]([CH:10]=1)=[CH:8][CH:7]=[C:6]([F:27])[CH:5]=2)[CH2:13][CH:14]=[CH2:15])[C:17](=[O:26])[O:18][CH2:19][C:20]1[CH:25]=[CH:24][CH:23]=[CH:22][CH:21]=1)[CH:31]=[CH2:30]. (6) Given the reactants C(OC(=O)[NH:10][C:11]1[CH:16]=[CH:15][C:14]([C:17]2[CH2:22][CH2:21][CH:20]([O:23][Si:24]([C:27]([CH3:30])([CH3:29])[CH3:28])([CH3:26])[CH3:25])[CH2:19][CH:18]=2)=[CH:13][C:12]=1[F:31])C1C=CC=CC=1.C(Cl)Cl, predict the reaction product. The product is: [C:27]([Si:24]([CH3:26])([CH3:25])[O:23][CH:20]1[CH2:21][CH2:22][CH:17]([C:14]2[CH:15]=[CH:16][C:11]([NH2:10])=[C:12]([F:31])[CH:13]=2)[CH2:18][CH2:19]1)([CH3:30])([CH3:29])[CH3:28]. (7) Given the reactants [CH3:1][O:2][C:3]1[CH:8]=[C:7]([O:9][CH3:10])[CH:6]=[CH:5][C:4]=1[CH2:11][C:12]([OH:14])=[O:13].C(#N)C.OOS([O-])=O.[K+].[Cl-:24].[K+], predict the reaction product. The product is: [Cl:24][C:6]1[C:7]([O:9][CH3:10])=[CH:8][C:3]([O:2][CH3:1])=[C:4]([CH2:11][C:12]([OH:14])=[O:13])[CH:5]=1. (8) Given the reactants Cl[C:2]1[CH:10]=[CH:9][C:8]([N+:11]([O-:13])=[O:12])=[CH:7][C:3]=1[C:4]([OH:6])=[O:5].[CH3:14][CH:15]1[CH2:20][CH2:19][NH:18][CH2:17][CH2:16]1, predict the reaction product. The product is: [CH3:14][CH:15]1[CH2:20][CH2:19][N:18]([C:2]2[CH:10]=[CH:9][C:8]([N+:11]([O-:13])=[O:12])=[CH:7][C:3]=2[C:4]([OH:6])=[O:5])[CH2:17][CH2:16]1. (9) Given the reactants Br[C:2]1[CH:19]=[C:18]2[C:5]([CH2:6][CH2:7][CH2:8][C@@:9]32[C:14]([F:16])([F:15])[CH2:13][O:12][C:11]([NH2:17])=[N:10]3)=[CH:4][CH:3]=1.CC1(C)C(C)(C)OB([C:28]2[CH:29]=[N:30][CH:31]=[C:32]([CH:35]=2)[C:33]#[N:34])O1, predict the reaction product. The product is: [NH2:17][C:11]1[O:12][CH2:13][C:14]([F:16])([F:15])[C@@:9]2([C:18]3[C:5](=[CH:4][CH:3]=[C:2]([C:28]4[CH:29]=[N:30][CH:31]=[C:32]([CH:35]=4)[C:33]#[N:34])[CH:19]=3)[CH2:6][CH2:7][CH2:8]2)[N:10]=1. (10) The product is: [CH2:1]([O:5][C:6]1[CH:13]=[CH:12][C:9]([CH:10]=[O:11])=[CH:8][CH:7]=1)[CH:2]=[CH2:3]. Given the reactants [CH2:1](Br)[CH:2]=[CH2:3].[OH:5][C:6]1[CH:13]=[CH:12][C:9]([CH:10]=[O:11])=[CH:8][CH:7]=1.C([O-])([O-])=O.[K+].[K+], predict the reaction product.